The task is: Regression. Given a peptide amino acid sequence and an MHC pseudo amino acid sequence, predict their binding affinity value. This is MHC class II binding data.. This data is from Peptide-MHC class II binding affinity with 134,281 pairs from IEDB. (1) The peptide sequence is NIRQAGVQY. The MHC is DRB1_0802 with pseudo-sequence DRB1_0802. The binding affinity (normalized) is 0.0472. (2) The peptide sequence is WLDAKSTWYGKPTGAGPKDN. The MHC is DRB1_0901 with pseudo-sequence DRB1_0901. The binding affinity (normalized) is 0.321. (3) The peptide sequence is AGALASCMGLIYNRMGAVTT. The MHC is DRB1_0403 with pseudo-sequence DRB1_0403. The binding affinity (normalized) is 0.486. (4) The peptide sequence is GKKKYKLKHIVWASREL. The MHC is HLA-DPA10301-DPB10402 with pseudo-sequence HLA-DPA10301-DPB10402. The binding affinity (normalized) is 0.355. (5) The peptide sequence is ALSYYPTPLAKEDFL. The MHC is HLA-DQA10102-DQB10602 with pseudo-sequence HLA-DQA10102-DQB10602. The binding affinity (normalized) is 0.0406. (6) The peptide sequence is HFSNVFRSVMAPFTM. The MHC is DRB1_1501 with pseudo-sequence DRB1_1501. The binding affinity (normalized) is 0.850.